This data is from Reaction yield outcomes from USPTO patents with 853,638 reactions. The task is: Predict the reaction yield, written as a fraction of the theoretical maximum amount of product (1.0 means a 100% yield; for example, 0.34 means a 34% yield). (1) The reactants are [Cl:1][C:2]1[CH:7]=[CH:6][C:5]([NH:8]C(=O)C(C)(C)C)=[CH:4][CH:3]=1.C([Li])CCC.[C:20]1(=[O:26])[O:25][CH:23]([CH3:24])[CH2:22][CH2:21]1. The catalyst is C1COCC1. The product is [NH2:8][C:5]1[CH:4]=[CH:3][C:2]([Cl:1])=[CH:7][C:6]=1[C:20](=[O:26])[CH2:21][CH2:22][CH:23]([OH:25])[CH3:24]. The yield is 0.290. (2) The reactants are [Br:1][C:2]1[C:11]([OH:12])=[CH:10][CH:9]=[C:8]2[C:3]=1[CH:4]=[CH:5][C:6]([CH3:13])=[N:7]2.[CH2:14]([O:18][CH2:19][C:20]1[CH:25]=[CH:24][CH:23]=[CH:22][CH:21]=1)[C@@H:15]1[O:17][CH2:16]1.C(N(CC)CC)C.O. The catalyst is CC(N(C)C)=O. The product is [CH2:19]([O:18][CH2:14][C@H:15]([OH:17])[CH2:16][O:12][C:11]1[C:2]([Br:1])=[C:3]2[C:8](=[CH:9][CH:10]=1)[N:7]=[C:6]([CH3:13])[CH:5]=[CH:4]2)[C:20]1[CH:25]=[CH:24][CH:23]=[CH:22][CH:21]=1. The yield is 0.730. (3) The reactants are [CH3:1][N:2](C=O)C.[OH:6][C:7]1[CH:16]=[CH:15][C:10]([C:11]([O:13][CH3:14])=[O:12])=[CH:9][C:8]=1I.CCN(C(C)C)C(C)C.CN.CN(C(ON1N=NC2C=CC=CC1=2)=[N+](C)C)C.F[P-](F)(F)(F)(F)F. The yield is 0.630. No catalyst specified. The product is [C:1]([C:8]1[CH:9]=[C:10]([CH:15]=[CH:16][C:7]=1[OH:6])[C:11]([O:13][CH3:14])=[O:12])#[N:2]. (4) The reactants are [CH3:1][C:2]1[CH:7]=[C:6]([N+:8]([O-])=O)[CH:5]=[C:4]([CH3:11])[C:3]=1[C:12]1[CH:17]=[CH:16][C:15]([C:18]([F:21])([F:20])[F:19])=[CH:14][CH:13]=1.[H][H]. The catalyst is C(O)C.[Pd]. The product is [CH3:1][C:2]1[CH:7]=[C:6]([NH2:8])[CH:5]=[C:4]([CH3:11])[C:3]=1[C:12]1[CH:17]=[CH:16][C:15]([C:18]([F:19])([F:21])[F:20])=[CH:14][CH:13]=1. The yield is 0.890. (5) The reactants are [N:1]([CH2:4][C@@H:5]([NH:13][C:14](=[O:20])[O:15][C:16]([CH3:19])([CH3:18])[CH3:17])[CH2:6][C@H:7]1[CH2:12][CH2:11][CH2:10][O:9][CH2:8]1)=[N+:2]=[N-:3].[Li+].[CH3:22][Si]([N-][Si](C)(C)C)(C)C.CI. The catalyst is C1COCC1. The product is [N:1]([CH2:4][C@@H:5]([N:13]([CH3:22])[C:14](=[O:20])[O:15][C:16]([CH3:17])([CH3:19])[CH3:18])[CH2:6][C@H:7]1[CH2:12][CH2:11][CH2:10][O:9][CH2:8]1)=[N+:2]=[N-:3]. The yield is 1.00.